From a dataset of Catalyst prediction with 721,799 reactions and 888 catalyst types from USPTO. Predict which catalyst facilitates the given reaction. (1) Reactant: Cl[C:2]1[N:7]=[C:6]2[N:8]([CH2:21][O:22][CH2:23][CH2:24][Si:25]([CH3:28])([CH3:27])[CH3:26])[C:9]([O:11][C@H:12]3[C@H:16]4[O:17][CH2:18][C@@H:19]([OH:20])[C@H:15]4[O:14][CH2:13]3)=[N:10][C:5]2=[CH:4][C:3]=1[Cl:29].[NH:30]1[CH2:35][CH2:34][NH:33][CH2:32][CH2:31]1.C(=O)([O-])[O-].[Cs+].[Cs+]. Product: [Cl:29][C:3]1[CH:4]=[C:5]2[N:10]=[C:9]([O:11][C@H:12]3[C@H:16]4[O:17][CH2:18][C@@H:19]([OH:20])[C@H:15]4[O:14][CH2:13]3)[N:8]([CH2:21][O:22][CH2:23][CH2:24][Si:25]([CH3:28])([CH3:27])[CH3:26])[C:6]2=[N:7][C:2]=1[N:30]1[CH2:35][CH2:34][NH:33][CH2:32][CH2:31]1. The catalyst class is: 12. (2) Reactant: [C:1]([O:12][CH3:13])(=[O:11])[C:2]1[CH:10]=[CH:9][C:7]([OH:8])=[C:4]([O:5][CH3:6])[CH:3]=1.C([O-])([O-])=O.[Cs+].[Cs+].[Cl:20][CH2:21][CH2:22][CH2:23]Br. Product: [Cl:20][CH2:21][CH2:22][CH2:23][O:8][C:7]1[CH:9]=[CH:10][C:2]([C:1]([O:12][CH3:13])=[O:11])=[CH:3][C:4]=1[O:5][CH3:6]. The catalyst class is: 95. (3) Reactant: [NH2:1][C:2]1[CH:3]=[CH:4][C:5]([CH2:8][C:9](OC)=[O:10])=[N:6][CH:7]=1.[H-].[Al+3].[Li+].[H-].[H-].[H-]. Product: [NH2:1][C:2]1[CH:3]=[CH:4][C:5]([CH2:8][CH2:9][OH:10])=[N:6][CH:7]=1. The catalyst class is: 1. (4) Reactant: [F:1][C:2]1[CH:7]=[CH:6][C:5]([C:8]2(/[CH:14]=[CH:15]/[CH2:16][C:17]([O:19][CH3:20])=[O:18])[CH2:13][CH2:12][CH2:11][CH2:10][CH2:9]2)=[CH:4][CH:3]=1. Product: [F:1][C:2]1[CH:3]=[CH:4][C:5]([C:8]2([CH2:14][CH2:15][CH2:16][C:17]([O:19][CH3:20])=[O:18])[CH2:13][CH2:12][CH2:11][CH2:10][CH2:9]2)=[CH:6][CH:7]=1. The catalyst class is: 19. (5) Reactant: [N+:1]([C:4]1[CH:5]=[C:6]2[CH2:12][C@@:11]3([CH:17]4[CH2:18][CH2:19][N:14]([CH2:15][CH2:16]4)[CH2:13]3)[O:10][C:7]2=[N:8][CH:9]=1)([O-])=O. Product: [NH2:1][C:4]1[CH:5]=[C:6]2[CH2:12][C@@:11]3([CH:17]4[CH2:16][CH2:15][N:14]([CH2:19][CH2:18]4)[CH2:13]3)[O:10][C:7]2=[N:8][CH:9]=1. The catalyst class is: 5. (6) Reactant: [OH-].[Na+].[C:3]([O:7][C:8]([NH:10][C:11]1[CH:16]=[CH:15][C:14]([C:17]2[CH:18]=[C:19]([C:23]([O:25]C)=[O:24])[N:20]([CH3:22])[CH:21]=2)=[CH:13][CH:12]=1)=[O:9])([CH3:6])([CH3:5])[CH3:4]. Product: [C:3]([O:7][C:8]([NH:10][C:11]1[CH:12]=[CH:13][C:14]([C:17]2[CH:18]=[C:19]([C:23]([OH:25])=[O:24])[N:20]([CH3:22])[CH:21]=2)=[CH:15][CH:16]=1)=[O:9])([CH3:6])([CH3:4])[CH3:5]. The catalyst class is: 12. (7) Reactant: C[NH:2][S:3]([C:6]1[CH:11]=[CH:10][C:9]([CH3:12])=[CH:8][CH:7]=1)(=[O:5])=[O:4].[CH3:13]C1C=CC(C(Cl)=O)=CC=1. Product: [CH3:13][C:7]1[CH:8]=[C:9]([CH3:12])[CH:10]=[CH:11][C:6]=1[S:3]([NH2:2])(=[O:5])=[O:4]. The catalyst class is: 113. (8) Reactant: C1(P([CH2:15][S:16]([NH:19][C:20](=[O:26])[O:21][C:22]([CH3:25])([CH3:24])[CH3:23])(=[O:18])=[O:17])(C2C=CC=CC=2)=O)C=CC=CC=1.[H-].[Na+].[Cl:29][C:30]1[CH:47]=[C:46]([Cl:48])[CH:45]=[CH:44][C:31]=1[CH2:32][N:33]1[C:37]([CH:38]=O)=[CH:36][C:35]([O:40][CH:41]([CH3:43])[CH3:42])=[N:34]1. Product: [Cl:29][C:30]1[CH:47]=[C:46]([Cl:48])[CH:45]=[CH:44][C:31]=1[CH2:32][N:33]1[C:37](/[CH:38]=[CH:15]/[S:16]([NH:19][C:20](=[O:26])[O:21][C:22]([CH3:24])([CH3:23])[CH3:25])(=[O:18])=[O:17])=[CH:36][C:35]([O:40][CH:41]([CH3:43])[CH3:42])=[N:34]1. The catalyst class is: 391.